Dataset: Full USPTO retrosynthesis dataset with 1.9M reactions from patents (1976-2016). Task: Predict the reactants needed to synthesize the given product. (1) Given the product [Cl:1][C:2]1[N:3]=[C:4]([N:13]2[CH2:18][CH2:17][O:16][CH2:15][CH2:14]2)[C:5]2[S:10][C:9]([CH2:11][N:19]3[CH2:24][CH2:23][CH:22]([N:25]4[CH2:30][CH2:29][O:28][CH2:27][CH2:26]4)[CH2:21][CH2:20]3)=[CH:8][C:6]=2[N:7]=1, predict the reactants needed to synthesize it. The reactants are: [Cl:1][C:2]1[N:3]=[C:4]([N:13]2[CH2:18][CH2:17][O:16][CH2:15][CH2:14]2)[C:5]2[S:10][C:9]([CH:11]=O)=[CH:8][C:6]=2[N:7]=1.[NH:19]1[CH2:24][CH2:23][CH:22]([N:25]2[CH2:30][CH2:29][O:28][CH2:27][CH2:26]2)[CH2:21][CH2:20]1.C(O[BH-](OC(=O)C)OC(=O)C)(=O)C. (2) Given the product [C:10]([OH:12])(=[O:11])[CH2:2][CH2:3][CH2:4][CH2:5][CH2:6][CH2:7][CH3:8].[NH2:1][C@H:2]([C:10]([OH:12])=[O:11])[CH2:3][C:4]1[CH:9]=[CH:8][CH:7]=[CH:6][CH:5]=1, predict the reactants needed to synthesize it. The reactants are: [NH2:1][C@H:2]([C:10]([OH:12])=[O:11])[CH2:3][C:4]1[CH:9]=[CH:8][CH:7]=[CH:6][CH:5]=1. (3) Given the product [Cl:1][C:2]1[N:3]=[CH:4][C:5]2[CH:23]=[C:24]([C:25]3[CH:30]=[CH:29][CH:28]=[CH:27][C:26]=3[Cl:31])[N:8]([CH2:9][C@@H:10]3[CH2:15][CH2:14][CH2:13][N:12]([C:16]([O:18][C:19]([CH3:20])([CH3:21])[CH3:22])=[O:17])[CH2:11]3)[C:6]=2[N:7]=1, predict the reactants needed to synthesize it. The reactants are: [Cl:1][C:2]1[N:7]=[C:6]([NH:8][CH2:9][C@@H:10]2[CH2:15][CH2:14][CH2:13][N:12]([C:16]([O:18][C:19]([CH3:22])([CH3:21])[CH3:20])=[O:17])[CH2:11]2)[C:5]([C:23]#[C:24][C:25]2[CH:30]=[CH:29][CH:28]=[CH:27][C:26]=2[Cl:31])=[CH:4][N:3]=1.CC(C)([O-])C.[K+]. (4) Given the product [CH3:41][O:40][C:38]1[CH:37]=[CH:36][C:34]2[NH:35][C:31]([C:28]3[CH:27]=[CH:26][C:25]([C:24]4[N:42]=[C:1]([C:2]5[CH:3]=[CH:4][CH:5]=[CH:6][CH:7]=5)[O:9][N:23]=4)=[CH:30][CH:29]=3)=[N:32][C:33]=2[CH:39]=1, predict the reactants needed to synthesize it. The reactants are: [C:1]([OH:9])(=O)[C:2]1[CH:7]=[CH:6][CH:5]=[CH:4][CH:3]=1.C(C1NC=CN=1)(C1NC=CN=1)=O.O/[N:23]=[C:24](\[NH2:42])/[C:25]1[CH:30]=[CH:29][C:28]([C:31]2[NH:35][C:34]3[CH:36]=[CH:37][C:38]([O:40][CH3:41])=[CH:39][C:33]=3[N:32]=2)=[CH:27][CH:26]=1.